Dataset: Catalyst prediction with 721,799 reactions and 888 catalyst types from USPTO. Task: Predict which catalyst facilitates the given reaction. (1) Reactant: [CH:1]1([CH2:4][CH2:5][N:6]2[C:11](=[O:12])[CH2:10][C:9](=[O:13])[N:8]([C:14]3[CH:19]=[CH:18][CH:17]=[C:16]([C:20]4[N:24]=[C:23]([CH3:25])[O:22][N:21]=4)[CH:15]=3)[C:7]2=[O:26])[CH2:3][CH2:2]1.C(N(C(C)C)CC)(C)C.[N:36]([CH2:39][C:40]([O:42]CC)=[O:41])=[C:37]=[O:38]. Product: [CH:1]1([CH2:4][CH2:5][N:6]2[C:11](=[O:12])[C:10]([C:37]([NH:36][CH2:39][C:40]([OH:42])=[O:41])=[O:38])=[C:9]([OH:13])[N:8]([C:14]3[CH:19]=[CH:18][CH:17]=[C:16]([C:20]4[N:24]=[C:23]([CH3:25])[O:22][N:21]=4)[CH:15]=3)[C:7]2=[O:26])[CH2:3][CH2:2]1. The catalyst class is: 4. (2) Reactant: [CH3:1][N:2]([CH3:20])[CH2:3][C:4]([CH3:19])([C:6]1[CH:11]=[CH:10][C:9]([C:12]([F:15])([F:14])[F:13])=[CH:8][C:7]=1[N+:16]([O-])=O)[CH3:5].C(OCC)(=O)C.[H][H]. Product: [CH3:20][N:2]([CH3:1])[CH2:3][C:4]([C:6]1[CH:11]=[CH:10][C:9]([C:12]([F:15])([F:14])[F:13])=[CH:8][C:7]=1[NH2:16])([CH3:19])[CH3:5]. The catalyst class is: 43.